From a dataset of Forward reaction prediction with 1.9M reactions from USPTO patents (1976-2016). Predict the product of the given reaction. (1) Given the reactants Br[C:2]1[C:3]([CH3:23])=[C:4]([N:8]2[C:17](=[O:18])[C:16]3[C:11](=[C:12]([O:19][CH3:20])[CH:13]=[CH:14][CH:15]=3)[N:10]([CH3:21])[C:9]2=[O:22])[CH:5]=[CH:6][CH:7]=1.[CH3:24][C:25]1([CH3:41])[C:29]([CH3:31])([CH3:30])[O:28][B:27]([B:27]2[O:28][C:29]([CH3:31])([CH3:30])[C:25]([CH3:41])([CH3:24])[O:26]2)[O:26]1.C([O-])(=O)C.[K+], predict the reaction product. The product is: [CH3:20][O:19][C:12]1[CH:13]=[CH:14][CH:15]=[C:16]2[C:11]=1[N:10]([CH3:21])[C:9](=[O:22])[N:8]([C:4]1[CH:5]=[CH:6][CH:7]=[C:2]([B:27]3[O:28][C:29]([CH3:31])([CH3:30])[C:25]([CH3:41])([CH3:24])[O:26]3)[C:3]=1[CH3:23])[C:17]2=[O:18]. (2) Given the reactants [NH2:1][C:2]1[S:3][C:4]2[C:9]([N:10]=1)=[CH:8][CH:7]=[C:6]([O:11][CH3:12])[N:5]=2.[S:13]1[CH:17]=[CH:16][CH:15]=[C:14]1[C:18](Cl)=[O:19], predict the reaction product. The product is: [CH3:12][O:11][C:6]1[N:5]=[C:4]2[S:3][C:2]([NH:1][C:18]([C:14]3[S:13][CH:17]=[CH:16][CH:15]=3)=[O:19])=[N:10][C:9]2=[CH:8][CH:7]=1. (3) The product is: [Cl:1][C:2]1[CH:3]=[C:4]([CH2:8][CH2:9][NH:10][C:11]([C:13]2[N:14]=[C:15]([CH2:18][NH:19][C:29](=[O:30])[CH2:28][O:27][C:26]3[CH:32]=[CH:33][C:23]([O:22][C:21]([F:34])([F:20])[F:35])=[CH:24][CH:25]=3)[S:16][CH:17]=2)=[O:12])[CH:5]=[CH:6][CH:7]=1. Given the reactants [Cl:1][C:2]1[CH:3]=[C:4]([CH2:8][CH2:9][NH:10][C:11]([C:13]2[N:14]=[C:15]([CH2:18][NH2:19])[S:16][CH:17]=2)=[O:12])[CH:5]=[CH:6][CH:7]=1.[F:20][C:21]([F:35])([F:34])[O:22][C:23]1[CH:33]=[CH:32][C:26]([O:27][CH2:28][C:29](Cl)=[O:30])=[CH:25][CH:24]=1.N1C=CC=CC=1.[NH4+].[Cl-], predict the reaction product. (4) Given the reactants [CH3:1][N:2]([CH2:10][C:11]1[CH:12]=[N:13][CH:14]=[CH:15][CH:16]=1)[C:3](=[O:9])[O:4][C:5]([CH3:8])([CH3:7])[CH3:6].ClC1C=CC=C(C(OO)=[O:25])C=1, predict the reaction product. The product is: [CH3:1][N:2]([CH2:10][C:11]1[CH:12]=[N+:13]([O-:25])[CH:14]=[CH:15][CH:16]=1)[C:3](=[O:9])[O:4][C:5]([CH3:8])([CH3:6])[CH3:7]. (5) Given the reactants C([N:8]1[CH2:13][CH2:12][CH:11]([N:14]2[CH2:20][CH2:19][C:18]3[CH:21]=[CH:22][CH:23]=[C:24]([F:25])[C:17]=3[NH:16][C:15]2=[O:26])[CH2:10][CH2:9]1)C1C=CC=CC=1, predict the reaction product. The product is: [F:25][C:24]1[C:17]2[NH:16][C:15](=[O:26])[N:14]([CH:11]3[CH2:10][CH2:9][NH:8][CH2:13][CH2:12]3)[CH2:20][CH2:19][C:18]=2[CH:21]=[CH:22][CH:23]=1.